From a dataset of Catalyst prediction with 721,799 reactions and 888 catalyst types from USPTO. Predict which catalyst facilitates the given reaction. (1) Reactant: [Cl:1][C:2]1[CH:32]=[CH:31][C:5]([C:6]([NH:8][C:9]2[CH:30]=[CH:29][C:12]([CH2:13][C:14]3[C:22]4[C:17](=[CH:18][CH:19]=[CH:20][CH:21]=4)[N:16]([CH2:23][C:24]([O:26]CC)=[O:25])[N:15]=3)=[CH:11][CH:10]=2)=[O:7])=[CH:4][CH:3]=1.CO.O.[OH-].[Li+].Cl. Product: [Cl:1][C:2]1[CH:3]=[CH:4][C:5]([C:6]([NH:8][C:9]2[CH:30]=[CH:29][C:12]([CH2:13][C:14]3[C:22]4[C:17](=[CH:18][CH:19]=[CH:20][CH:21]=4)[N:16]([CH2:23][C:24]([OH:26])=[O:25])[N:15]=3)=[CH:11][CH:10]=2)=[O:7])=[CH:31][CH:32]=1. The catalyst class is: 30. (2) Reactant: [CH3:1][CH:2]([N:4]1[C:12](/[CH:13]=[CH:14]/[C@H:15]([OH:24])[CH2:16][C@H:17]([OH:23])[CH2:18][C:19]([O:21]C)=[O:20])=[C:11]([C:25]2[CH:30]=[CH:29][C:28]([F:31])=[CH:27][CH:26]=2)[C:10]2[C:5]1=[CH:6][CH:7]=[CH:8][CH:9]=2)[CH3:3].[OH-].[Na+:33]. Product: [CH3:3][CH:2]([N:4]1[C:12](/[CH:13]=[CH:14]/[CH:15]([OH:24])[CH2:16][CH:17]([OH:23])[CH2:18][C:19]([O-:21])=[O:20])=[C:11]([C:25]2[CH:26]=[CH:27][C:28]([F:31])=[CH:29][CH:30]=2)[C:10]2[CH:9]=[CH:8][CH:7]=[CH:6][C:5]1=2)[CH3:1].[Na+:33]. The catalyst class is: 1.